This data is from Reaction yield outcomes from USPTO patents with 853,638 reactions. The task is: Predict the reaction yield, written as a fraction of the theoretical maximum amount of product (1.0 means a 100% yield; for example, 0.34 means a 34% yield). The reactants are [Cl:1][C:2]1[C:3]([O:12][C:13]2[CH:18]=[C:17]([O:19][CH2:20][CH2:21][O:22][CH3:23])[CH:16]=[CH:15][C:14]=2[CH2:24][CH2:25][CH2:26][OH:27])=[N:4][CH:5]=[C:6]([C:8]([F:11])([F:10])[F:9])[CH:7]=1.[CH2:28]([NH2:32])[CH2:29][CH2:30][CH3:31].O.CN(C)[CH:36]=[O:37]. No catalyst specified. The product is [CH2:28]([NH:32][C:36](=[O:37])[O:27][CH2:26][CH2:25][CH2:24][C:14]1[CH:15]=[CH:16][C:17]([O:19][CH2:20][CH2:21][O:22][CH3:23])=[CH:18][C:13]=1[O:12][C:3]1[C:2]([Cl:1])=[CH:7][C:6]([C:8]([F:9])([F:11])[F:10])=[CH:5][N:4]=1)[CH2:29][CH2:30][CH3:31]. The yield is 0.800.